From a dataset of Full USPTO retrosynthesis dataset with 1.9M reactions from patents (1976-2016). Predict the reactants needed to synthesize the given product. The reactants are: C([Li])CCC.CCCCCC.Br[C:13]1[CH:14]=[C:15]([CH:21]2[O:26][CH2:25][C:24]([CH3:28])([CH3:27])[CH2:23][O:22]2)[CH:16]=[CH:17][C:18]=1[O:19][CH3:20].[CH3:29][S:30]SC. Given the product [CH3:20][O:19][C:18]1[CH:17]=[CH:16][C:15]([CH:21]2[O:26][CH2:25][C:24]([CH3:28])([CH3:27])[CH2:23][O:22]2)=[CH:14][C:13]=1[S:30][CH3:29], predict the reactants needed to synthesize it.